This data is from Full USPTO retrosynthesis dataset with 1.9M reactions from patents (1976-2016). The task is: Predict the reactants needed to synthesize the given product. (1) Given the product [CH2:1]([C:5]1[N:6]=[C:7]([NH:25][CH2:26][C:27]2[CH:32]=[CH:31][C:30]([O:33][CH3:34])=[CH:29][C:28]=2[O:35][CH3:36])[C:8]2[NH:13][N:12]=[C:11]([CH2:14][CH2:15][CH2:16][CH2:17][CH2:18][N:19]3[CH2:23][CH2:22][C@@H:21]([F:24])[CH2:20]3)[C:9]=2[N:10]=1)[CH2:2][CH2:3][CH3:4], predict the reactants needed to synthesize it. The reactants are: [CH2:1]([C:5]1[N:6]=[C:7]([NH:25][CH2:26][C:27]2[CH:32]=[CH:31][C:30]([O:33][CH3:34])=[CH:29][C:28]=2[O:35][CH3:36])[C:8]2[NH:13][N:12]=[C:11]([CH2:14][CH2:15][CH2:16][CH2:17][CH2:18][N:19]3[CH2:23][CH2:22][C@H:21]([F:24])[CH2:20]3)[C:9]=2[N:10]=1)[CH2:2][CH2:3][CH3:4].C(C1N=C(NCC2C=CC(OC)=CC=2OC)C2NN=C(C#CCCCCl)C=2N=1)CCC.Cl.F[C@@H]1CCNC1. (2) Given the product [CH:18]1[CH:19]=[CH:20][C:21]2[C:22]([C:23]([OH:28])=[C:14]([C@@H:11]3[CH2:10][CH2:9][C@@H:8]([C:5]4[CH:4]=[CH:3][C:2]([Cl:1])=[CH:7][CH:6]=4)[CH2:13][CH2:12]3)[C:15](=[O:26])[C:16]=2[CH:17]=1)=[O:25], predict the reactants needed to synthesize it. The reactants are: [Cl:1][C:2]1[CH:7]=[CH:6][C:5]([CH:8]2[CH2:13][CH2:12][CH:11]([C:14]3[C:15](=[O:26])[C:16]4[C:21]([C:22](=[O:25])[C:23]=3Cl)=[CH:20][CH:19]=[CH:18][CH:17]=4)[CH2:10][CH2:9]2)=[CH:4][CH:3]=1.C[OH:28].[OH-].[K+].Cl. (3) The reactants are: [C:1]([NH:4][C:5]1[CH:6]=[CH:7][C:8]([NH:18][CH2:19][CH:20]2[CH2:25][CH2:24][O:23][CH2:22][CH2:21]2)=[C:9]([NH:11][C:12](=O)[C:13]([CH3:16])([CH3:15])[CH3:14])[CH:10]=1)(=[O:3])[CH3:2]. Given the product [C:13]([C:12]1[N:18]([CH2:19][CH:20]2[CH2:25][CH2:24][O:23][CH2:22][CH2:21]2)[C:8]2[CH:7]=[CH:6][C:5]([NH:4][C:1](=[O:3])[CH3:2])=[CH:10][C:9]=2[N:11]=1)([CH3:16])([CH3:15])[CH3:14], predict the reactants needed to synthesize it. (4) Given the product [Cl:1][C:2]1[CH:3]=[C:4]([Cl:11])[N:5]=[CH:6][C:7]=1[C:8]([N:56]1[CH2:57][CH2:58][CH:53]([C:50]2[CH:49]=[CH:48][C:47]([F:46])=[CH:52][CH:51]=2)[CH2:54][CH2:55]1)=[O:10], predict the reactants needed to synthesize it. The reactants are: [Cl:1][C:2]1[C:7]([C:8]([OH:10])=O)=[CH:6][N:5]=[C:4]([Cl:11])[CH:3]=1.CN(C(ON1N=NC2C=CC=NC1=2)=[N+](C)C)C.F[P-](F)(F)(F)(F)F.C(N(CC)C(C)C)(C)C.Cl.[F:46][C:47]1[CH:52]=[CH:51][C:50]([CH:53]2[CH2:58][CH2:57][NH:56][CH2:55][CH2:54]2)=[CH:49][CH:48]=1.C(=O)([O-])O.[Na+]. (5) Given the product [NH2:26][CH2:25][CH2:24][C:20]1[CH:19]=[C:18]([C:17]2[C:11]3[C:12](=[N:13][CH:14]=[C:9]([C:5]4[CH:4]=[C:3]([CH:8]=[CH:7][CH:6]=4)[C:1]#[N:2])[CH:10]=3)[NH:15][CH:16]=2)[CH:23]=[CH:22][CH:21]=1, predict the reactants needed to synthesize it. The reactants are: [C:1]([C:3]1[CH:4]=[C:5]([C:9]2[CH:10]=[C:11]3[C:17]([C:18]4[CH:19]=[C:20]([CH2:24][CH2:25][NH:26]C(=O)OC(C)(C)C)[CH:21]=[CH:22][CH:23]=4)=[CH:16][NH:15][C:12]3=[N:13][CH:14]=2)[CH:6]=[CH:7][CH:8]=1)#[N:2].Cl.O1CCOCC1. (6) Given the product [Br:14][CH2:13][C:10]1[CH:11]=[CH:12][C:7]([C:4]2[N:5]=[N:6][N:2]([CH3:1])[N:3]=2)=[CH:8][CH:9]=1, predict the reactants needed to synthesize it. The reactants are: [CH3:1][N:2]1[N:6]=[N:5][C:4]([C:7]2[CH:12]=[CH:11][C:10]([CH3:13])=[CH:9][CH:8]=2)=[N:3]1.[Br:14]N1C(=O)CCC1=O.C(OOC(=O)C1C=CC=CC=1)(=O)C1C=CC=CC=1.